From a dataset of Catalyst prediction with 721,799 reactions and 888 catalyst types from USPTO. Predict which catalyst facilitates the given reaction. (1) Reactant: [CH2:1]([O:8][C@@H:9]1[C@@H:15]([O:16][CH2:17][C:18]2[CH:23]=[CH:22][CH:21]=[CH:20][CH:19]=2)[C@H:14]([O:24][CH2:25][C:26]2[CH:31]=[CH:30][CH:29]=[CH:28][CH:27]=2)[C@@H:13]([CH2:32][O:33][CH2:34][C:35]2[CH:40]=[CH:39][CH:38]=[CH:37][CH:36]=2)[O:12][C@@:10]1([C:41]1[CH:46]=[CH:45][C:44]([CH3:47])=[C:43]([CH2:48][C:49]2[CH:54]=[CH:53][C:52]([OH:55])=[CH:51][CH:50]=2)[CH:42]=1)[OH:11])[C:2]1[CH:7]=[CH:6][CH:5]=[CH:4][CH:3]=1.N1C=CC=CC=1.[F:62][C:63]([F:76])([F:75])[S:64](O[S:64]([C:63]([F:76])([F:75])[F:62])(=[O:66])=[O:65])(=[O:66])=[O:65].C(=O)([O-])O.[Na+]. Product: [CH2:1]([O:8][C@@H:9]1[C@@H:15]([O:16][CH2:17][C:18]2[CH:19]=[CH:20][CH:21]=[CH:22][CH:23]=2)[C@H:14]([O:24][CH2:25][C:26]2[CH:31]=[CH:30][CH:29]=[CH:28][CH:27]=2)[C@@H:13]([CH2:32][O:33][CH2:34][C:35]2[CH:36]=[CH:37][CH:38]=[CH:39][CH:40]=2)[O:12][C@@:10]1([C:41]1[CH:46]=[CH:45][C:44]([CH3:47])=[C:43]([CH2:48][C:49]2[CH:54]=[CH:53][C:52]([O:55][S:64]([C:63]([F:76])([F:75])[F:62])(=[O:66])=[O:65])=[CH:51][CH:50]=2)[CH:42]=1)[OH:11])[C:2]1[CH:3]=[CH:4][CH:5]=[CH:6][CH:7]=1. The catalyst class is: 4. (2) Reactant: [Cl:1][C:2]1[CH:3]=[C:4]([CH:17]=[O:18])[C:5]([C:8]2[CH:13]=[C:12]([O:14][CH3:15])[CH:11]=[CH:10][C:9]=2[F:16])=[CH:6][CH:7]=1.[C:19]([Mg]Br)([CH3:22])([CH3:21])[CH3:20]. Product: [Cl:1][C:2]1[CH:7]=[CH:6][C:5]([C:8]2[CH:13]=[C:12]([O:14][CH3:15])[CH:11]=[CH:10][C:9]=2[F:16])=[C:4]([CH:17]([OH:18])[C:19]([CH3:22])([CH3:21])[CH3:20])[CH:3]=1. The catalyst class is: 1. (3) Reactant: [NH2:1][C@@H:2]1[CH2:7][CH2:6][C@H:5]([N:8]2[C:13](=[O:14])[C:12]3[CH:15]=[C:16]([F:19])[CH:17]=[N:18][C:11]=3[N:10]([C:20]3[CH:25]=[CH:24][CH:23]=[C:22]([C:26]4[CH:31]=[CH:30][CH:29]=[CH:28][N:27]=4)[CH:21]=3)[C:9]2=[O:32])[CH2:4][CH2:3]1.F[P-](F)(F)(F)(F)F.C[N+](C)=C(N(C)C)O.[F:48][C:49]1[CH:50]=[CH:51][C:52]2[N:53]([CH:55]=[C:56]([C:58](O)=[O:59])[N:57]=2)[CH:54]=1.C(N(C(C)C)C(C)C)C. Product: [F:48][C:49]1[CH:50]=[CH:51][C:52]2[N:53]([CH:55]=[C:56]([C:58]([NH:1][C@H:2]3[CH2:7][CH2:6][C@@H:5]([N:8]4[C:13](=[O:14])[C:12]5[CH:15]=[C:16]([F:19])[CH:17]=[N:18][C:11]=5[N:10]([C:20]5[CH:25]=[CH:24][CH:23]=[C:22]([C:26]6[CH:31]=[CH:30][CH:29]=[CH:28][N:27]=6)[CH:21]=5)[C:9]4=[O:32])[CH2:4][CH2:3]3)=[O:59])[N:57]=2)[CH:54]=1. The catalyst class is: 42.